Dataset: Full USPTO retrosynthesis dataset with 1.9M reactions from patents (1976-2016). Task: Predict the reactants needed to synthesize the given product. (1) Given the product [CH2:20]([S:22]([C:2]1[CH:7]=[CH:6][C:5]([C@@H:8]([NH:11][C:12](=[O:18])[O:13][C:14]([CH3:17])([CH3:16])[CH3:15])[CH2:9][OH:10])=[CH:4][CH:3]=1)(=[O:24])=[O:23])[CH3:21], predict the reactants needed to synthesize it. The reactants are: Br[C:2]1[CH:7]=[CH:6][C:5]([C@@H:8]([NH:11][C:12](=[O:18])[O:13][C:14]([CH3:17])([CH3:16])[CH3:15])[CH2:9][OH:10])=[CH:4][CH:3]=1.[Na+].[CH2:20]([S:22]([O-:24])=[O:23])[CH3:21].[Na+].N1CCC[C@H]1C([O-])=O.[OH-].[Na+]. (2) Given the product [C:20]([O:19][C:17]([N:14]1[CH2:15][CH2:16][CH:11]([C:10]2[C:5]([CH2:3][OH:2])=[N:6][CH:7]=[CH:8][CH:9]=2)[CH2:12][CH2:13]1)=[O:18])([CH3:23])([CH3:21])[CH3:22], predict the reactants needed to synthesize it. The reactants are: C[O:2][C:3]([C:5]1[C:10]([CH:11]2[CH2:16][CH2:15][N:14]([C:17]([O:19][C:20]([CH3:23])([CH3:22])[CH3:21])=[O:18])[CH2:13][CH2:12]2)=[CH:9][CH:8]=[CH:7][N:6]=1)=O.[BH4-].[Na+].CO.